From a dataset of Full USPTO retrosynthesis dataset with 1.9M reactions from patents (1976-2016). Predict the reactants needed to synthesize the given product. (1) Given the product [O:13]([CH2:14][CH:15]1[NH:20][C:19](=[O:21])[CH2:18][CH2:17][CH2:16]1)[C:22]1[CH:27]=[CH:26][CH:25]=[CH:24][CH:23]=1, predict the reactants needed to synthesize it. The reactants are: N(C(OCC)=O)=NC(OCC)=O.[OH:13][CH2:14][CH:15]1[NH:20][C:19](=[O:21])[CH2:18][CH2:17][CH2:16]1.[C:22]1(O)[CH:27]=[CH:26][CH:25]=[CH:24][CH:23]=1.C1(P(C2C=CC=CC=2)C2C=CC=CC=2)C=CC=CC=1. (2) Given the product [CH2:1]([O:5][CH2:6][C:7]1[CH:14]=[CH:13][C:10]([CH2:11][CH2:18][N+:15]([O-:17])=[O:16])=[CH:9][CH:8]=1)[CH2:2][CH2:3][CH3:4], predict the reactants needed to synthesize it. The reactants are: [CH2:1]([O:5][CH2:6][C:7]1[CH:14]=[CH:13][C:10]([CH:11]=O)=[CH:9][CH:8]=1)[CH2:2][CH2:3][CH3:4].[N+:15]([CH3:18])([O-:17])=[O:16].C[O-].[Na+].Cl.[BH4-].[Na+]. (3) Given the product [Br:1][C:2]1[N:3]=[CH:4][C:5]([NH2:13])=[C:6]([NH:8][C@@H:9]([CH2:11][CH3:12])[CH3:10])[CH:7]=1, predict the reactants needed to synthesize it. The reactants are: [Br:1][C:2]1[CH:7]=[C:6]([NH:8][C@@H:9]([CH2:11][CH3:12])[CH3:10])[C:5]([N+:13]([O-])=O)=[CH:4][N:3]=1.C(O)(=O)C. (4) Given the product [CH3:5][C:4]1[C:7]2[C:12](=[O:13])[CH2:11][CH2:10][CH2:9][C:8]=2[NH:3][N:2]=1, predict the reactants needed to synthesize it. The reactants are: O.[NH2:2][NH2:3].[C:4]([CH:7]1[C:12](=[O:13])[CH2:11][CH2:10][CH2:9][C:8]1=O)(=O)[CH3:5]. (5) The reactants are: [F:1][C:2]1[CH:3]=[C:4]([CH2:8][CH2:9][OH:10])[CH:5]=[CH:6][CH:7]=1.[H-].[Na+].Cl[CH2:14][C:15]([OH:17])=[O:16]. Given the product [F:1][C:2]1[CH:3]=[C:4]([CH2:8][CH2:9][O:10][CH2:14][C:15]([OH:17])=[O:16])[CH:5]=[CH:6][CH:7]=1, predict the reactants needed to synthesize it.